Task: Predict the reactants needed to synthesize the given product.. Dataset: Full USPTO retrosynthesis dataset with 1.9M reactions from patents (1976-2016) (1) Given the product [ClH:32].[Cl:32][C:22]1[CH:21]=[C:20]([C@@:13]2([CH3:19])[C:14]([CH:16]([CH3:18])[CH3:17])=[CH:15][N:10]([C:7]3[CH:8]=[CH:9][C:4]([C:3]([OH:34])=[O:2])=[CH:5][N:6]=3)[C:11](=[O:33])[NH:12]2)[CH:25]=[CH:24][C:23]=1[CH2:26][CH2:27][C:28]([CH3:29])([CH3:31])[CH3:30], predict the reactants needed to synthesize it. The reactants are: C[O:2][C:3](=[O:34])[C:4]1[CH:9]=[CH:8][C:7]([N:10]2[CH:15]=[C:14]([CH:16]([CH3:18])[CH3:17])[C@@:13]([C:20]3[CH:25]=[CH:24][C:23]([CH2:26][CH2:27][C:28]([CH3:31])([CH3:30])[CH3:29])=[C:22]([Cl:32])[CH:21]=3)([CH3:19])[NH:12][C:11]2=[O:33])=[N:6][CH:5]=1.C(O)C.[OH-].[Na+].Cl. (2) Given the product [I:20][C:21]1[CH:22]=[C:23]([C:27]2[O:3][N:1]=[C:4]3[CH:9]=[CH:8][C:7]([C:10]4([C:15]5[S:16][CH:17]=[CH:18][CH:19]=5)[O:14][CH2:13][CH2:12][O:11]4)=[CH:6][C:5]=23)[CH:24]=[CH:25][CH:26]=1, predict the reactants needed to synthesize it. The reactants are: [N+:1]([C:4]1[CH:9]=[CH:8][C:7]([C:10]2([C:15]3[S:16][CH:17]=[CH:18][CH:19]=3)[O:14][CH2:13][CH2:12][O:11]2)=[CH:6][CH:5]=1)([O-:3])=O.[I:20][C:21]1[CH:22]=[C:23]([CH2:27]C#N)[CH:24]=[CH:25][CH:26]=1.[OH-].[Na+].